Dataset: Full USPTO retrosynthesis dataset with 1.9M reactions from patents (1976-2016). Task: Predict the reactants needed to synthesize the given product. Given the product [Cl:1][C:2]1[C:11]2[C:6](=[CH:7][CH:8]=[CH:9][CH:10]=2)[C:5]([O:12][C:13]([CH3:18])([CH3:17])[C:14]([NH:21][NH:20][C:19]([O:23][C:24]([CH3:27])([CH3:26])[CH3:25])=[O:22])=[O:16])=[CH:4][CH:3]=1, predict the reactants needed to synthesize it. The reactants are: [Cl:1][C:2]1[C:11]2[C:6](=[CH:7][CH:8]=[CH:9][CH:10]=2)[C:5]([O:12][C:13]([CH3:18])([CH3:17])[C:14]([OH:16])=O)=[CH:4][CH:3]=1.[C:19]([O:23][C:24]([CH3:27])([CH3:26])[CH3:25])(=[O:22])[NH:20][NH2:21].